Task: Predict the reaction yield, written as a fraction of the theoretical maximum amount of product (1.0 means a 100% yield; for example, 0.34 means a 34% yield).. Dataset: Reaction yield outcomes from USPTO patents with 853,638 reactions (1) The reactants are Cl[C:2]1[C:11]2[C:6](=[CH:7][CH:8]=[C:9]([Cl:12])[N:10]=2)[N:5]=[CH:4][C:3]=1[C:13](=[O:15])[CH3:14].[NH2:16][C@H:17]1[CH2:22][CH2:21][C@H:20]([NH:23][C:24](=[O:30])[O:25][C:26]([CH3:29])([CH3:28])[CH3:27])[CH2:19][CH2:18]1. No catalyst specified. The product is [C:13]([C:3]1[CH:4]=[N:5][C:6]2[C:11]([C:2]=1[NH:16][C@H:17]1[CH2:22][CH2:21][C@H:20]([NH:23][C:24](=[O:30])[O:25][C:26]([CH3:28])([CH3:27])[CH3:29])[CH2:19][CH2:18]1)=[N:10][C:9]([Cl:12])=[CH:8][CH:7]=2)(=[O:15])[CH3:14]. The yield is 0.710. (2) The reactants are C([NH:7][C:8]1[N:9]=[C:10]([O:25][CH2:26][CH3:27])[C:11]2[CH:17]=[C:16]([C:18]3[CH:23]=[CH:22][C:21]([F:24])=[CH:20][CH:19]=3)[CH:15]=[N:14][C:12]=2[N:13]=1)(=O)C(C)(C)C.C([O-])([O-])=O.[K+].[K+]. The catalyst is C(O)C.O. The product is [NH2:7][C:8]1[N:9]=[C:10]([O:25][CH2:26][CH3:27])[C:11]2[CH:17]=[C:16]([C:18]3[CH:19]=[CH:20][C:21]([F:24])=[CH:22][CH:23]=3)[CH:15]=[N:14][C:12]=2[N:13]=1. The yield is 0.460.